This data is from Peptide-MHC class II binding affinity with 134,281 pairs from IEDB. The task is: Regression. Given a peptide amino acid sequence and an MHC pseudo amino acid sequence, predict their binding affinity value. This is MHC class II binding data. (1) The peptide sequence is EVFFQRLGIASGRARY. The MHC is DRB1_0401 with pseudo-sequence DRB1_0401. The binding affinity (normalized) is 0.665. (2) The peptide sequence is SQDLELSWNLNGLQAS. The MHC is DRB1_0401 with pseudo-sequence DRB1_0401. The binding affinity (normalized) is 0.644.